From a dataset of Reaction yield outcomes from USPTO patents with 853,638 reactions. Predict the reaction yield, written as a fraction of the theoretical maximum amount of product (1.0 means a 100% yield; for example, 0.34 means a 34% yield). The reactants are [CH:1]1[C:6]2[C:7]([C:16]3[CH:26]=[CH:25][C:19]([C:20]([O:22][CH2:23][CH3:24])=[O:21])=[CH:18][CH:17]=3)=[N:8][C:9]3[CH:15]=[CH:14][CH:13]=[CH:12][C:10]=3[O:11][C:5]=2[CH:4]=[CH:3][CH:2]=1.[H][H]. The catalyst is C(O)C.C1COCC1.[Pt](=O)=O. The product is [CH:1]1[C:6]2[CH:7]([C:16]3[CH:17]=[CH:18][C:19]([C:20]([O:22][CH2:23][CH3:24])=[O:21])=[CH:25][CH:26]=3)[NH:8][C:9]3[CH:15]=[CH:14][CH:13]=[CH:12][C:10]=3[O:11][C:5]=2[CH:4]=[CH:3][CH:2]=1. The yield is 0.670.